From a dataset of Forward reaction prediction with 1.9M reactions from USPTO patents (1976-2016). Predict the product of the given reaction. (1) Given the reactants I[C:2]1[CH:11]=[C:10]2[C:5]([CH:6]=[CH:7][C:8]([S:12]([NH2:15])(=[O:14])=[O:13])=[CH:9]2)=[CH:4][CH:3]=1.[CH3:16][CH2:17][OH:18].CN([CH:22]=[O:23])C, predict the reaction product. The product is: [S:12]([C:8]1[CH:9]=[C:10]2[C:5]([CH:4]=[CH:3][C:2]([C:22]([O:18][CH2:17][CH3:16])=[O:23])=[CH:11]2)=[CH:6][CH:7]=1)(=[O:14])(=[O:13])[NH2:15]. (2) Given the reactants [F:1][C:2]1[CH:17]=[CH:16][C:5]([CH2:6][C:7]2[CH:15]=[CH:14][CH:13]=[CH:12][C:8]=2[C:9](O)=[O:10])=[CH:4][CH:3]=1.CC(C)=O.[OH-].[Na+], predict the reaction product. The product is: [F:1][C:2]1[CH:3]=[CH:4][C:5]([CH2:6][C:7]2[CH:15]=[CH:14][CH:13]=[CH:12][C:8]=2[CH2:9][OH:10])=[CH:16][CH:17]=1. (3) Given the reactants [CH3:1][NH:2][CH2:3][CH:4]1[CH2:8][C:7]2[CH:9]=[CH:10][CH:11]=[C:12]([C:13]3[CH:18]=[CH:17][CH:16]=[CH:15][C:14]=3[CH3:19])[C:6]=2[O:5]1.C(N(C(C)C)CC)(C)C.Cl[C:30]([O:32][CH2:33][C:34]1[CH:39]=[CH:38][CH:37]=[CH:36][CH:35]=1)=[O:31], predict the reaction product. The product is: [CH3:19][C:14]1[CH:15]=[CH:16][CH:17]=[CH:18][C:13]=1[C:12]1[C:6]2[O:5][CH:4]([CH2:3][N:2]([CH3:1])[C:30](=[O:31])[O:32][CH2:33][C:34]3[CH:39]=[CH:38][CH:37]=[CH:36][CH:35]=3)[CH2:8][C:7]=2[CH:9]=[CH:10][CH:11]=1.